Task: Regression. Given two drug SMILES strings and cell line genomic features, predict the synergy score measuring deviation from expected non-interaction effect.. Dataset: Merck oncology drug combination screen with 23,052 pairs across 39 cell lines (1) Drug 1: CN(Cc1cnc2nc(N)nc(N)c2n1)c1ccc(C(=O)NC(CCC(=O)O)C(=O)O)cc1. Drug 2: Cc1nc(Nc2ncc(C(=O)Nc3c(C)cccc3Cl)s2)cc(N2CCN(CCO)CC2)n1. Cell line: NCIH520. Synergy scores: synergy=-1.14. (2) Drug 1: CC(C)CC(NC(=O)C(Cc1ccccc1)NC(=O)c1cnccn1)B(O)O. Drug 2: Cc1nc(Nc2ncc(C(=O)Nc3c(C)cccc3Cl)s2)cc(N2CCN(CCO)CC2)n1. Cell line: OVCAR3. Synergy scores: synergy=25.3. (3) Drug 1: N#Cc1ccc(Cn2cncc2CN2CCN(c3cccc(Cl)c3)C(=O)C2)cc1. Drug 2: O=C(NOCC(O)CO)c1ccc(F)c(F)c1Nc1ccc(I)cc1F. Cell line: A375. Synergy scores: synergy=18.1. (4) Drug 2: CCc1cnn2c(NCc3ccc[n+]([O-])c3)cc(N3CCCCC3CCO)nc12. Synergy scores: synergy=-20.3. Drug 1: CCC1(O)CC2CN(CCc3c([nH]c4ccccc34)C(C(=O)OC)(c3cc4c(cc3OC)N(C)C3C(O)(C(=O)OC)C(OC(C)=O)C5(CC)C=CCN6CCC43C65)C2)C1. Cell line: LOVO. (5) Drug 1: O=S1(=O)NC2(CN1CC(F)(F)F)C1CCC2Cc2cc(C=CCN3CCC(C(F)(F)F)CC3)ccc2C1. Drug 2: CCC1(O)CC2CN(CCc3c([nH]c4ccccc34)C(C(=O)OC)(c3cc4c(cc3OC)N(C)C3C(O)(C(=O)OC)C(OC(C)=O)C5(CC)C=CCN6CCC43C65)C2)C1. Cell line: CAOV3. Synergy scores: synergy=11.2. (6) Drug 1: O=C(O)C1(Cc2cccc(Nc3nccs3)n2)CCC(Oc2cccc(Cl)c2F)CC1. Drug 2: CNC(=O)c1cc(Oc2ccc(NC(=O)Nc3ccc(Cl)c(C(F)(F)F)c3)cc2)ccn1. Cell line: CAOV3. Synergy scores: synergy=-16.4. (7) Drug 1: Cn1c(=O)n(-c2ccc(C(C)(C)C#N)cc2)c2c3cc(-c4cnc5ccccc5c4)ccc3ncc21. Drug 2: CCc1cnn2c(NCc3ccc[n+]([O-])c3)cc(N3CCCCC3CCO)nc12. Cell line: UWB1289. Synergy scores: synergy=5.49.